This data is from Reaction yield outcomes from USPTO patents with 853,638 reactions. The task is: Predict the reaction yield, written as a fraction of the theoretical maximum amount of product (1.0 means a 100% yield; for example, 0.34 means a 34% yield). (1) The product is [CH2:1]([O:3][C:4](=[O:22])[CH2:5][N:6]([CH2:7][CH2:8][NH:9][S:10]([C:13]1[S:14][C:15]2[CH:21]=[CH:20][CH:19]=[CH:18][C:16]=2[N:17]=1)(=[O:12])=[O:11])[C:50](=[O:51])[CH2:49][N:44]1[CH:43]=[N:42][C:41]2[C:45]1=[N:46][CH:47]=[N:48][C:40]=2[NH:39][C:37]([O:36][CH:23]([C:30]1[CH:35]=[CH:34][CH:33]=[CH:32][CH:31]=1)[C:24]1[CH:29]=[CH:28][CH:27]=[CH:26][CH:25]=1)=[O:38])[CH3:2]. The reactants are [CH2:1]([O:3][C:4](=[O:22])[CH2:5][NH:6][CH2:7][CH2:8][NH:9][S:10]([C:13]1[S:14][C:15]2[CH:21]=[CH:20][CH:19]=[CH:18][C:16]=2[N:17]=1)(=[O:12])=[O:11])[CH3:2].[CH:23]([O:36][C:37]([NH:39][C:40]1[N:48]=[CH:47][N:46]=[C:45]2[C:41]=1[N:42]=[CH:43][N:44]2[CH2:49][C:50](O)=[O:51])=[O:38])([C:30]1[CH:35]=[CH:34][CH:33]=[CH:32][CH:31]=1)[C:24]1[CH:29]=[CH:28][CH:27]=[CH:26][CH:25]=1. The yield is 0.800. No catalyst specified. (2) The reactants are [Br:1][C:2]1[CH:3]=[C:4]2[C:8](=[CH:9][CH:10]=1)[NH:7][C:6](=[O:11])[CH2:5]2.[NH:12]1[C:20]2[C:15](=[CH:16][C:17]([CH:21]=O)=[CH:18][CH:19]=2)[CH:14]=[N:13]1. No catalyst specified. The product is [NH:12]1[C:20]2[C:15](=[CH:16][C:17](/[CH:21]=[C:5]3/[C:6](=[O:11])[NH:7][C:8]4[C:4]/3=[CH:3][C:2]([Br:1])=[CH:10][CH:9]=4)=[CH:18][CH:19]=2)[CH:14]=[N:13]1. The yield is 0.0400.